This data is from Forward reaction prediction with 1.9M reactions from USPTO patents (1976-2016). The task is: Predict the product of the given reaction. (1) Given the reactants [F:1][C:2]1[C:7]([O:8][CH3:9])=[CH:6][C:5]([O:10][CH3:11])=[C:4]([F:12])[C:3]=1[N:13]1[CH2:18][C:17]2[CH:19]=[N:20][C:21]([C:23]3[C:24]([CH3:29])=[N:25][N:26]([CH3:28])[CH:27]=3)=[CH:22][C:16]=2[N:15]([CH:30]2[CH2:35][CH2:34][N:33](C(OC(C)(C)C)=O)[CH2:32][CH2:31]2)[C:14]1=[O:43].CO.Cl, predict the reaction product. The product is: [F:1][C:2]1[C:7]([O:8][CH3:9])=[CH:6][C:5]([O:10][CH3:11])=[C:4]([F:12])[C:3]=1[N:13]1[CH2:18][C:17]2[CH:19]=[N:20][C:21]([C:23]3[C:24]([CH3:29])=[N:25][N:26]([CH3:28])[CH:27]=3)=[CH:22][C:16]=2[N:15]([CH:30]2[CH2:35][CH2:34][NH:33][CH2:32][CH2:31]2)[C:14]1=[O:43]. (2) Given the reactants I[C:2]1[CH:8]=[CH:7][C:5]([NH2:6])=[CH:4][CH:3]=1.[C:9]([O:13][C:14]([N:16]1[CH2:21][CH2:20][NH:19][C:18](=[O:22])[CH2:17]1)=[O:15])([CH3:12])([CH3:11])[CH3:10].C([O-])([O-])=O.[K+].[K+], predict the reaction product. The product is: [C:9]([O:13][C:14]([N:16]1[CH2:21][CH2:20][N:19]([C:2]2[CH:8]=[CH:7][C:5]([NH2:6])=[CH:4][CH:3]=2)[C:18](=[O:22])[CH2:17]1)=[O:15])([CH3:12])([CH3:10])[CH3:11]. (3) The product is: [CH3:35][N:2]([CH3:1])[C:3](=[O:34])[O:4][CH:5]([C:12]1[N:13]([CH3:33])[C:14]([C:23]2[S:24][C:25]3[N:26]=[CH:27][N:28]=[C:29]([NH2:32])[C:30]=3[N:31]=2)=[C:15]([C:17]2[CH:22]=[CH:21][CH:20]=[CH:19][CH:18]=2)[N:16]=1)[CH:6]1[CH2:7][CH2:11]1. Given the reactants [CH3:1][N:2]([CH3:35])[C:3](=[O:34])[O:4][CH:5]([C:12]1[N:13]([CH3:33])[C:14]([C:23]2[S:24][C:25]3[N:26]=[CH:27][N:28]=[C:29]([NH2:32])[C:30]=3[N:31]=2)=[C:15]([C:17]2[CH:22]=[CH:21][CH:20]=[CH:19][CH:18]=2)[N:16]=1)[C:6]1[CH:11]=CC=C[CH:7]=1.C1(C=O)CC1, predict the reaction product. (4) Given the reactants Cl.[CH3:2][N:3]1[C:7]2[CH:8]=[CH:9][CH:10]=[CH:11][C:6]=2[N:5]=[C:4]1[C:12]1[CH:13]=[C:14]([N:18]2[CH2:23][CH2:22][CH2:21][C@@H:20]([C:24](O)=[O:25])[CH2:19]2)[CH:15]=[CH:16][CH:17]=1.CN(C(ON1N=NC2C=CC=NC1=2)=[N+](C)C)C.F[P-](F)(F)(F)(F)F.[CH3:51][O:52][CH:53]1[CH2:58][CH2:57][NH:56][CH2:55][CH2:54]1, predict the reaction product. The product is: [NH3:3].[CH3:51][O:52][CH:53]1[CH2:58][CH2:57][N:56]([C:24]([C@@H:20]2[CH2:21][CH2:22][CH2:23][N:18]([C:14]3[CH:15]=[CH:16][CH:17]=[C:12]([C:4]4[N:3]([CH3:2])[C:7]5[CH:8]=[CH:9][CH:10]=[CH:11][C:6]=5[N:5]=4)[CH:13]=3)[CH2:19]2)=[O:25])[CH2:55][CH2:54]1. (5) Given the reactants [CH3:1][O:2][C:3]1[CH:20]=[C:19]([O:21][CH3:22])[CH:18]=[CH:17][C:4]=1[CH2:5][N:6]1[CH2:12][CH:11]([C:13]([OH:15])=O)[C:8]2([CH2:10][CH2:9]2)[C:7]1=[O:16].[CH2:23]([C@@H:30]1[CH2:34][O:33][C:32](=[O:35])[NH:31]1)[C:24]1[CH:29]=[CH:28][CH:27]=[CH:26][CH:25]=1.CCN=C=NCCCN(C)C.Cl.O, predict the reaction product. The product is: [CH2:23]([C@@H:30]1[CH2:34][O:33][C:32](=[O:35])[N:31]1[C:13]([CH:11]1[C:8]2([CH2:9][CH2:10]2)[C:7](=[O:16])[N:6]([CH2:5][C:4]2[CH:17]=[CH:18][C:19]([O:21][CH3:22])=[CH:20][C:3]=2[O:2][CH3:1])[CH2:12]1)=[O:15])[C:24]1[CH:25]=[CH:26][CH:27]=[CH:28][CH:29]=1. (6) Given the reactants [CH2:1]([C@H:8]1[N:13]([C:14]([C:16]2[NH:20][N:19]=[C:18]([C:21]3[CH:26]=[CH:25][CH:24]=[CH:23][CH:22]=3)[C:17]=2[C:27]2[CH:32]=[CH:31][CH:30]=[CH:29][CH:28]=2)=[O:15])[CH2:12][CH2:11][N:10]([C:33]([O:35][C:36]([CH3:39])([CH3:38])[CH3:37])=[O:34])[CH2:9]1)[C:2]1[CH:7]=[CH:6][CH:5]=[CH:4][CH:3]=1.Br[CH2:41][CH2:42][OH:43].[CH3:44][C:45](N(C)C)=[O:46].C(=O)([O-])[O-].[Cs+].[Cs+], predict the reaction product. The product is: [CH2:1]([C@H:8]1[N:13]([C:14]([C:16]2[N:20]([CH2:41][CH2:42][OH:43])[N:19]=[C:18]([C:21]3[CH:26]=[CH:25][CH:24]=[CH:23][CH:22]=3)[C:17]=2[C:27]2[CH:32]=[CH:31][CH:30]=[CH:29][CH:28]=2)=[O:15])[CH2:12][CH2:11][N:10]([C:33]([O:35][C:36]([CH3:39])([CH3:38])[CH3:37])=[O:34])[CH2:9]1)[C:2]1[CH:7]=[CH:6][CH:5]=[CH:4][CH:3]=1.[CH2:1]([C@H:8]1[N:13]([C:14]([C:16]2[C:17]([C:27]3[CH:32]=[CH:31][CH:30]=[CH:29][CH:28]=3)=[C:18]([C:21]3[CH:26]=[CH:25][CH:24]=[CH:23][CH:22]=3)[N:19]([CH2:44][CH2:45][OH:46])[N:20]=2)=[O:15])[CH2:12][CH2:11][N:10]([C:33]([O:35][C:36]([CH3:39])([CH3:38])[CH3:37])=[O:34])[CH2:9]1)[C:2]1[CH:7]=[CH:6][CH:5]=[CH:4][CH:3]=1. (7) The product is: [Br:19][C:15]1[N:14]=[C:13]([C:11]2[N:10]=[N:9][N:8]([CH2:7][CH2:6][OH:5])[CH:12]=2)[CH:18]=[CH:17][CH:16]=1. Given the reactants [BH4-].[Na+].C([O:5][C:6](=O)[CH2:7][N:8]1[CH:12]=[C:11]([C:13]2[CH:18]=[CH:17][CH:16]=[C:15]([Br:19])[N:14]=2)[N:10]=[N:9]1)C, predict the reaction product.